Task: Predict the reactants needed to synthesize the given product.. Dataset: Full USPTO retrosynthesis dataset with 1.9M reactions from patents (1976-2016) Given the product [F:1][CH2:2][C:3]1[N:8]=[C:7]([NH:9][C:10]2[S:11][C:12]3[CH2:18][CH2:17][N:16]([CH2:19][CH2:20][O:21][CH3:22])[C:15]4[NH:23][N:24]=[CH:25][C:14]=4[C:13]=3[N:35]=2)[CH:6]=[CH:5][CH:4]=1, predict the reactants needed to synthesize it. The reactants are: [F:1][CH2:2][C:3]1[N:8]=[C:7]([NH:9][C:10]2[S:11][C:12]3[CH2:18][CH2:17][N:16]([CH2:19][CH2:20][O:21][CH3:22])[C:15]4=[N:23][N:24](CC5C=CC(OC)=CC=5)[CH:25]=[C:14]4[C:13]=3[N:35]=2)[CH:6]=[CH:5][CH:4]=1.